From a dataset of Catalyst prediction with 721,799 reactions and 888 catalyst types from USPTO. Predict which catalyst facilitates the given reaction. Reactant: C(OC([N:11]1[CH2:19][C:18]2[C:13](=[CH:14][CH:15]=[CH:16][CH:17]=2)[C:12]1([CH3:23])[C:20]([OH:22])=[O:21])=O)C1C=CC=CC=1. Product: [CH3:23][C:12]1([C:20]([OH:22])=[O:21])[C:13]2[C:18](=[CH:17][CH:16]=[CH:15][CH:14]=2)[CH2:19][NH:11]1. The catalyst class is: 45.